Task: Predict the reaction yield, written as a fraction of the theoretical maximum amount of product (1.0 means a 100% yield; for example, 0.34 means a 34% yield).. Dataset: Reaction yield outcomes from USPTO patents with 853,638 reactions (1) The reactants are C([O:8][CH2:9][CH2:10][CH:11]1[CH:17]([N:18](CC2C=CC=CC=2)CC2C=CC=CC=2)[C:16](=[O:33])[NH:15][C:14]2[CH:34]=[C:35]([F:38])[CH:36]=[CH:37][C:13]=2[O:12]1)C1C=CC=CC=1. The catalyst is CO.[Pd]. The product is [NH2:18][CH:17]1[C:16](=[O:33])[NH:15][C:14]2[CH:34]=[C:35]([F:38])[CH:36]=[CH:37][C:13]=2[O:12][CH:11]1[CH2:10][CH2:9][OH:8]. The yield is 0.960. (2) The reactants are [Cl:1]C(OCC)=O.CCN(C(C)C)C(C)C.[CH3:16][C:17]1[CH:18]=[CH:19][C:20]2[CH:21]([CH3:29])[CH:22]3[CH2:26][NH:25][CH2:24][CH:23]3[C:27]=2[CH:28]=1. The catalyst is C(Cl)Cl. The product is [CH3:16][C:17]1[C:18]([Cl:1])=[CH:19][C:20]2[CH:21]([CH3:29])[CH:22]3[CH2:26][NH:25][CH2:24][CH:23]3[C:27]=2[CH:28]=1. The yield is 0.460. (3) The reactants are [C:1]([C:5]1[NH:6][C:7]2[C:12]([CH:13]=1)=[CH:11][CH:10]=[C:9]([N+:14]([O-])=O)[CH:8]=2)([CH3:4])([CH3:3])[CH3:2]. The catalyst is CO.[Ni]. The product is [C:1]([C:5]1[NH:6][C:7]2[C:12]([CH:13]=1)=[CH:11][CH:10]=[C:9]([NH2:14])[CH:8]=2)([CH3:4])([CH3:2])[CH3:3]. The yield is 0.890. (4) The reactants are [NH:1]1[CH:6]=[CH:5][CH2:4][CH2:3][CH2:2]1.[PH:7](=[O:14])([O:11][CH2:12][CH3:13])[O:8][CH2:9][CH3:10].C(=O)([O-])N.[O-]S(C(F)(F)F)(=O)=O. No catalyst specified. The product is [NH:1]1[CH:2]=[CH:3][CH2:4][CH2:5][CH2:6]1.[PH:7](=[O:14])([O:11][CH2:12][C:13]1[CH:6]=[CH:5][CH:4]=[CH:3][CH:2]=1)[O:8][CH2:9][C:10]1[CH:6]=[CH:5][CH:4]=[CH:3][CH:2]=1. The yield is 0.590. (5) The reactants are [Br:1][C:2]1[CH:3]=[C:4]([N+:9]([O-])=O)[CH:5]=[C:6]([Br:8])[CH:7]=1. The catalyst is CC(O)=O. The product is [Br:1][C:2]1[CH:3]=[C:4]([CH:5]=[C:6]([Br:8])[CH:7]=1)[NH2:9]. The yield is 0.857. (6) The catalyst is C(Cl)Cl.C(OC(=O)C)C.C(OCC)C. The product is [Cl:15][C:6]1[C:7]([C:8]2[CH:13]=[CH:12][CH:11]=[CH:10][C:9]=2[F:14])=[C:2]([NH:23][CH:18]2[CH2:22][CH2:21][CH2:20][CH2:19]2)[N:3]=[C:4]([S:16][CH3:17])[N:5]=1. The yield is 1.00. The reactants are Cl[C:2]1[C:7]([C:8]2[CH:13]=[CH:12][CH:11]=[CH:10][C:9]=2[F:14])=[C:6]([Cl:15])[N:5]=[C:4]([S:16][CH3:17])[N:3]=1.[CH:18]1([NH2:23])[CH2:22][CH2:21][CH2:20][CH2:19]1.C(OCC)(=O)C.